Dataset: Peptide-MHC class I binding affinity with 185,985 pairs from IEDB/IMGT. Task: Regression. Given a peptide amino acid sequence and an MHC pseudo amino acid sequence, predict their binding affinity value. This is MHC class I binding data. The peptide sequence is NMTGLKRDK. The MHC is Mamu-B08 with pseudo-sequence Mamu-B08. The binding affinity (normalized) is 0.